This data is from Full USPTO retrosynthesis dataset with 1.9M reactions from patents (1976-2016). The task is: Predict the reactants needed to synthesize the given product. (1) The reactants are: [F:1][C:2]1[CH:3]=[CH:4][C:5]([CH2:12][C:13]([OH:15])=O)=[C:6]2[C:11]=1[CH:10]=[N:9][CH:8]=[CH:7]2.[Br:16][C:17]1[C:18]([C:23]2[NH:27][N:26]=[CH:25][N:24]=2)=[C:19]([NH2:22])[S:20][CH:21]=1. Given the product [Br:16][C:17]1[C:18]([C:23]2[NH:27][N:26]=[CH:25][N:24]=2)=[C:19]([NH:22][C:13](=[O:15])[CH2:12][C:5]2[CH:4]=[CH:3][C:2]([F:1])=[C:11]3[C:6]=2[CH:7]=[CH:8][N:9]=[CH:10]3)[S:20][CH:21]=1, predict the reactants needed to synthesize it. (2) Given the product [CH3:1][O:2][C:3]([C:5]1[S:6][CH:7]=[CH:8][C:9]=1[NH:10][CH:11]=[O:13])=[O:4], predict the reactants needed to synthesize it. The reactants are: [CH3:1][O:2][C:3]([C:5]1[S:6][CH:7]=[CH:8][C:9]=1[NH2:10])=[O:4].[C:11]([O-])(=[O:13])C.[NH4+]. (3) Given the product [F:9][C:8]([F:11])([F:10])[C@H:7]([N:4]1[CH2:5][CH2:6][C@H:2]([NH:36][C:37](=[O:43])[O:38][C:39]([CH3:42])([CH3:41])[CH3:40])[CH2:3]1)[C:12]1[CH:13]=[CH:14][C:15]2[N:16]([C:18]([C:21]3[CH:30]=[CH:29][C:28]4[C:23](=[CH:24][C:25]([O:31][CH2:32][CH2:33][OH:34])=[C:26]([F:47])[CH:27]=4)[N:22]=3)=[N:19][N:20]=2)[CH:17]=1, predict the reactants needed to synthesize it. The reactants are: C[C@:2]1([NH:36][C:37](=[O:43])[O:38][C:39]([CH3:42])([CH3:41])[CH3:40])[CH2:6][CH2:5][N:4]([C@@H:7]([C:12]2[CH:13]=[CH:14][C:15]3[N:16]([C:18]([C:21]4[CH:30]=[CH:29][C:28]5[C:23](=[CH:24][C:25]([O:31][CH2:32][CH2:33][O:34]C)=[CH:26][CH:27]=5)[N:22]=4)=[N:19][N:20]=3)[CH:17]=2)[C:8]([F:11])([F:10])[F:9])[CH2:3]1.O.O.O.[F-:47].C([N+](CCCC)(CCCC)CCCC)CCC. (4) The reactants are: C[O:2][C:3](=O)[C:4]1[CH:9]=[CH:8][C:7]([S:10][C:11]2[CH:16]=[CH:15][C:14]([OH:17])=[CH:13][CH:12]=2)=[C:6]([NH2:18])[CH:5]=1.[H-].[Al+3].[Li+].[H-].[H-].[H-].O. Given the product [NH2:18][C:6]1[CH:5]=[C:4]([CH2:3][OH:2])[CH:9]=[CH:8][C:7]=1[S:10][C:11]1[CH:16]=[CH:15][C:14]([OH:17])=[CH:13][CH:12]=1, predict the reactants needed to synthesize it. (5) Given the product [ClH:25].[NH2:11][C@@H:12]([CH2:17][C:18]([F:23])([F:24])[CH2:19][CH:20]1[CH2:22][CH2:21]1)[C:13]([O:15][CH3:16])=[O:14], predict the reactants needed to synthesize it. The reactants are: C(OC([NH:11][C@@H:12]([CH2:17][C:18]([F:24])([F:23])[CH2:19][CH:20]1[CH2:22][CH2:21]1)[C:13]([O:15][CH3:16])=[O:14])=O)C1C=CC=CC=1.[ClH:25].